Dataset: Full USPTO retrosynthesis dataset with 1.9M reactions from patents (1976-2016). Task: Predict the reactants needed to synthesize the given product. (1) Given the product [CH:1]([C:4]1[C:9]([O:10][CH3:11])=[CH:8][CH:7]=[CH:6][C:5]=1[O:12][C:14]1[CH:21]=[CH:20][C:17]([C:18]#[N:19])=[CH:16][CH:15]=1)([CH3:3])[CH3:2], predict the reactants needed to synthesize it. The reactants are: [CH:1]([C:4]1[C:9]([O:10][CH3:11])=[CH:8][CH:7]=[CH:6][C:5]=1[OH:12])([CH3:3])[CH3:2].F[C:14]1[CH:21]=[CH:20][C:17]([C:18]#[N:19])=[CH:16][CH:15]=1. (2) Given the product [C:1]([C:4]1[C:22](=[O:23])[C@@:8]2([CH3:24])[C:9]3[C:15]([OH:16])=[CH:14][C:13]([O:17][CH3:18])=[C:12]([C:19]([NH:21][CH2:31][C:30]4[C:33]([CH3:36])=[C:34]([CH3:35])[C:27]([OH:26])=[C:28]([CH3:38])[C:29]=4[CH3:37])=[O:20])[C:10]=3[O:11][C:7]2=[CH:6][C:5]=1[OH:25])(=[O:3])[CH3:2], predict the reactants needed to synthesize it. The reactants are: [C:1]([C:4]1[C:22](=[O:23])[C@@:8]2([CH3:24])[C:9]3[C:15]([OH:16])=[CH:14][C:13]([O:17][CH3:18])=[C:12]([C:19]([NH2:21])=[O:20])[C:10]=3[O:11][C:7]2=[CH:6][C:5]=1[OH:25])(=[O:3])[CH3:2].[OH:26][C:27]1[C:34]([CH3:35])=[C:33]([CH3:36])[C:30]([CH:31]=O)=[C:29]([CH3:37])[C:28]=1[CH3:38].C([SiH](CC)CC)C.FC(F)(F)C(O)=O. (3) Given the product [OH:4][CH2:5][C:6]1[C:14]([S:15]([CH3:18])(=[O:17])=[O:16])=[CH:13][C:12]2[N:11]3[CH2:19][CH2:20][N:21]([C:26]4[N:31]=[C:30]([C:32]([F:35])([F:34])[F:33])[C:29]([C:36]([OH:38])([CH3:41])[CH3:37])=[CH:28][N:27]=4)[CH:22]([CH:23]([CH3:25])[CH3:24])[C:10]3=[CH:9][C:8]=2[CH:7]=1, predict the reactants needed to synthesize it. The reactants are: C([O:4][CH2:5][C:6]1[C:14]([S:15]([CH3:18])(=[O:17])=[O:16])=[CH:13][C:12]2[N:11]3[CH2:19][CH2:20][N:21]([C:26]4[N:31]=[C:30]([C:32]([F:35])([F:34])[F:33])[C:29]([C:36](=[O:38])[CH3:37])=[CH:28][N:27]=4)[CH:22]([CH:23]([CH3:25])[CH3:24])[C:10]3=[CH:9][C:8]=2[CH:7]=1)(=O)C.[Li+].[Cl-].[CH2:41]1COCC1.C[Mg]Cl.[NH4+].[Cl-]. (4) Given the product [CH3:29][C@H:19]1[N:7]2[C:8]3[CH:9]=[C:10]([C:15]([F:18])([F:16])[F:17])[CH:11]=[CH:12][C:13]=3[CH:14]=[C:6]2[C:22](=[O:24])[NH:21][CH2:20]1, predict the reactants needed to synthesize it. The reactants are: C(OC([C:6]1[N:7]([C@H:19]([CH3:29])[CH2:20][NH:21][C:22]([O:24]C(C)(C)C)=O)[C:8]2[C:13]([CH:14]=1)=[CH:12][CH:11]=[C:10]([C:15]([F:18])([F:17])[F:16])[CH:9]=2)=O)C.FC(F)(F)C(O)=O. (5) Given the product [C:17]1([N:23]2[CH:27]=[C:26]([N:39]3[CH2:38][CH2:37][N:36]([C:34]([O:33][C:29]([CH3:32])([CH3:31])[CH3:30])=[O:35])[CH2:41][CH2:40]3)[N:25]=[N:24]2)[CH:22]=[CH:21][CH:20]=[CH:19][CH:18]=1, predict the reactants needed to synthesize it. The reactants are: P([O-])([O-])([O-])=O.[K+].[K+].[K+].N[C@@H]1CCCC[C@H]1N.[C:17]1([N:23]2[CH:27]=[C:26](I)[N:25]=[N:24]2)[CH:22]=[CH:21][CH:20]=[CH:19][CH:18]=1.[C:29]([O:33][C:34]([N:36]1[CH2:41][CH2:40][NH:39][C:38](=O)[CH2:37]1)=[O:35])([CH3:32])([CH3:31])[CH3:30]. (6) Given the product [F:1][C:2]1[CH:7]=[C:6]([I:8])[CH:5]=[CH:4][C:3]=1[NH:9][C:10]1[N:11]([CH3:25])[C:12]2[C:13](=[O:24])[CH2:14][CH2:15][CH2:16][C:17]=2[C:18]=1[C:19]([OH:21])=[O:20], predict the reactants needed to synthesize it. The reactants are: [F:1][C:2]1[CH:7]=[C:6]([I:8])[CH:5]=[CH:4][C:3]=1[NH:9][C:10]1[N:11]([CH3:25])[C:12]2[C:13](=[O:24])[CH2:14][CH2:15][CH2:16][C:17]=2[C:18]=1[C:19]([O:21]CC)=[O:20].[OH-].[Na+].Cl. (7) Given the product [F:24][C:25]1[CH:26]=[C:27]([C:2]2[CH:3]=[N:4][N:5]3[CH:10]=[CH:9][C:8]([N:11]4[C@@H:15]([C:16]5[CH:21]=[CH:20][C:19]([F:22])=[CH:18][N:17]=5)[CH2:14][O:13][C:12]4=[O:23])=[N:7][C:6]=23)[CH:28]=[CH:29][C:30]=1[CH:31]=[O:32], predict the reactants needed to synthesize it. The reactants are: Br[C:2]1[CH:3]=[N:4][N:5]2[CH:10]=[CH:9][C:8]([N:11]3[C@@H:15]([C:16]4[CH:21]=[CH:20][C:19]([F:22])=[CH:18][N:17]=4)[CH2:14][O:13][C:12]3=[O:23])=[N:7][C:6]=12.[F:24][C:25]1[CH:26]=[C:27](B(O)O)[CH:28]=[CH:29][C:30]=1[CH:31]=[O:32].C(=O)([O-])[O-].[Na+].[Na+].CC(C1C=C(C(C)C)C(C2C=CC=CC=2P(C2CCCCC2)C2CCCCC2)=C(C(C)C)C=1)C.